This data is from Catalyst prediction with 721,799 reactions and 888 catalyst types from USPTO. The task is: Predict which catalyst facilitates the given reaction. (1) Reactant: [OH:1][C@@H:2]1[CH2:7][CH2:6][CH2:5][CH2:4][C@H:3]1[C:8]([O:10]CC)=O.O.[NH2:14][NH2:15]. Product: [OH:1][C@@H:2]1[CH2:7][CH2:6][CH2:5][CH2:4][C@H:3]1[C:8]([NH:14][NH2:15])=[O:10]. The catalyst class is: 41. (2) The catalyst class is: 29. Product: [CH3:20][O:19][C:10]1[C:11]([O:17][CH3:18])=[C:12]([O:15][CH3:16])[CH:13]=[CH:14][C:9]=1[CH2:2][CH2:3][CH2:4][CH2:5][C:6]([OH:8])=[O:7]. Reactant: O=[C:2]([C:9]1[CH:14]=[CH:13][C:12]([O:15][CH3:16])=[C:11]([O:17][CH3:18])[C:10]=1[O:19][CH3:20])[CH2:3][CH2:4][CH2:5][C:6]([OH:8])=[O:7]. (3) Reactant: [C:1](Cl)(=[O:4])[CH:2]=[CH2:3].[CH3:6][N:7]([CH3:38])[C@@H:8]1[CH2:12][CH2:11][N:10]([C:13]2[CH:18]=[C:17]([O:19][CH3:20])[C:16]([NH:21][C:22]3[N:27]=[C:26]([C:28]4[CH:29]=[N:30][N:31]5[CH:36]=[CH:35][CH:34]=[CH:33][C:32]=45)[CH:25]=[CH:24][N:23]=3)=[CH:15][C:14]=2[NH2:37])[CH2:9]1. Product: [CH3:38][N:7]([CH3:6])[C@@H:8]1[CH2:12][CH2:11][N:10]([C:13]2[CH:18]=[C:17]([O:19][CH3:20])[C:16]([NH:21][C:22]3[N:27]=[C:26]([C:28]4[CH:29]=[N:30][N:31]5[CH:36]=[CH:35][CH:34]=[CH:33][C:32]=45)[CH:25]=[CH:24][N:23]=3)=[CH:15][C:14]=2[NH:37][C:1](=[O:4])[CH:2]=[CH2:3])[CH2:9]1. The catalyst class is: 512. (4) Reactant: [Br:1][C:2]1[C:3]([F:12])=[C:4]2[C:10]([NH2:11])=[CH:9][NH:8][C:5]2=[N:6][CH:7]=1.[N:13]1[C:22]2[C:17](=[CH:18][CH:19]=[CH:20][CH:21]=2)[N:16]=[CH:15][C:14]=1[C:23](O)=[O:24].C1N(P(Cl)(N2C(=O)OCC2)=O)C(=O)OC1.C(N(CC)CC)C.[Li+].[OH-]. Product: [Br:1][C:2]1[C:3]([F:12])=[C:4]2[C:10]([NH:11][C:23]([C:14]3[CH:15]=[N:16][C:17]4[C:22](=[CH:21][CH:20]=[CH:19][CH:18]=4)[N:13]=3)=[O:24])=[CH:9][NH:8][C:5]2=[N:6][CH:7]=1. The catalyst class is: 34. (5) Reactant: [Cl:1][C:2]1[N:3]=[C:4]2[CH:12]=[CH:11][CH:10]=[N:9][C:5]2=[N:6][C:7]=1Cl.O.[NH2:14][NH2:15]. Product: [Cl:1][C:2]1[N:3]=[C:4]2[CH:12]=[CH:11][CH:10]=[N:9][C:5]2=[N:6][C:7]=1[NH:14][NH2:15]. The catalyst class is: 14. (6) Reactant: [CH3:1][O:2][C:3]1[CH:9]=[CH:8][C:6]([NH2:7])=[C:5]([CH3:10])[CH:4]=1.N1C=CC=CC=1.Cl[C:18]([O:20][C:21]1[CH:26]=[CH:25][CH:24]=[CH:23][CH:22]=1)=[O:19]. Product: [CH3:1][O:2][C:3]1[CH:9]=[CH:8][C:6]([NH:7][C:18](=[O:19])[O:20][C:21]2[CH:26]=[CH:25][CH:24]=[CH:23][CH:22]=2)=[C:5]([CH3:10])[CH:4]=1. The catalyst class is: 1. (7) Reactant: [CH3:1][S:2]([O-:5])(=O)=[O:3].[CH2:6]([C@@:9]1([CH3:35])[CH2:14][C@H:13]([C:15]2[CH:20]=[C:19]([F:21])[CH:18]=[C:17]([Cl:22])[CH:16]=2)[C@@H:12]([C:23]2[CH:28]=[CH:27][C:26]([Cl:29])=[CH:25][CH:24]=2)[N+:11]2[C@@H:30]([CH2:33][CH3:34])[CH2:31][O:32][C:10]1=2)[CH:7]=[CH2:8].CS(O)=O.[Na]. Product: [CH2:6]([C@@:9]1([CH3:35])[CH2:14][C@H:13]([C:15]2[CH:20]=[C:19]([F:21])[CH:18]=[C:17]([Cl:22])[CH:16]=2)[C@@H:12]([C:23]2[CH:24]=[CH:25][C:26]([Cl:29])=[CH:27][CH:28]=2)[N:11]([C@@H:30]([CH2:33][CH3:34])[CH2:31][S:2]([CH3:1])(=[O:5])=[O:3])[C:10]1=[O:32])[CH:7]=[CH2:8]. The catalyst class is: 23. (8) Reactant: OC(C(F)(F)F)=O.[CH3:8][C:9]1[C:14]([O:15][C:16]2[CH:24]=[C:23]([C:25]([F:28])([F:27])[F:26])[CH:22]=[CH:21][C:17]=2[C:18]([OH:20])=O)=[CH:13][CH:12]=[CH:11][N:10]=1.CN(C(ON1N=NC2C=CC=NC1=2)=[N+](C)C)C.F[P-](F)(F)(F)(F)F.[NH2:53][C:54]1[CH:55]=[C:56]([S:60]([NH2:63])(=[O:62])=[O:61])[CH:57]=[CH:58][CH:59]=1.C(N(CC)CC)C. Product: [CH3:8][C:9]1[C:14]([O:15][C:16]2[CH:24]=[C:23]([C:25]([F:28])([F:27])[F:26])[CH:22]=[CH:21][C:17]=2[C:18]([NH:53][C:54]2[CH:59]=[CH:58][CH:57]=[C:56]([S:60](=[O:62])(=[O:61])[NH2:63])[CH:55]=2)=[O:20])=[CH:13][CH:12]=[CH:11][N:10]=1. The catalyst class is: 3. (9) Reactant: [C:1]([C:3]1[CH:4]=[C:5]([N:9]([NH:17][C:18](=[O:23])[C:19]([F:22])([F:21])[F:20])[C:10]([O:12][C:13]([CH3:16])([CH3:15])[CH3:14])=[O:11])[CH:6]=[CH:7][CH:8]=1)#[N:2].C(=O)([O-])[O-].[Cs+].[Cs+].I[CH2:31][CH2:32][CH3:33]. Product: [C:1]([C:3]1[CH:4]=[C:5]([N:9]([N:17]([CH2:31][CH2:32][CH3:33])[C:18](=[O:23])[C:19]([F:20])([F:22])[F:21])[C:10]([O:12][C:13]([CH3:16])([CH3:15])[CH3:14])=[O:11])[CH:6]=[CH:7][CH:8]=1)#[N:2]. The catalyst class is: 3.